From a dataset of Full USPTO retrosynthesis dataset with 1.9M reactions from patents (1976-2016). Predict the reactants needed to synthesize the given product. The reactants are: FC(F)(F)C(O)=O.[F:8][C:9]1[CH:10]=[C:11]([CH2:33][NH:34][C@@H:35]([CH3:43])[C:36]([O:38]C(C)(C)C)=[O:37])[CH:12]=[CH:13][C:14]=1[C:15]1[S:16][C:17]2[C:22]([N:23]=1)=[CH:21][CH:20]=[C:19]([C:24]1([C:27]3[CH:32]=[CH:31][CH:30]=[CH:29][CH:28]=3)[CH2:26][CH2:25]1)[N:18]=2. Given the product [F:8][C:9]1[CH:10]=[C:11]([CH2:33][NH:34][C@@H:35]([CH3:43])[C:36]([OH:38])=[O:37])[CH:12]=[CH:13][C:14]=1[C:15]1[S:16][C:17]2[C:22]([N:23]=1)=[CH:21][CH:20]=[C:19]([C:24]1([C:27]3[CH:32]=[CH:31][CH:30]=[CH:29][CH:28]=3)[CH2:25][CH2:26]1)[N:18]=2, predict the reactants needed to synthesize it.